This data is from Retrosynthesis with 50K atom-mapped reactions and 10 reaction types from USPTO. The task is: Predict the reactants needed to synthesize the given product. (1) The reactants are: ClCc1oc(C2CCCCC2)nc1Cc1ccccc1.c1cc(N2CCNCC2)c2cc[nH]c2c1. Given the product c1ccc(Cc2nc(C3CCCCC3)oc2CN2CCN(c3cccc4[nH]ccc34)CC2)cc1, predict the reactants needed to synthesize it. (2) Given the product CC1(C)OC(=O)Nc2ccc(-c3coc(C=NO)c3)cc21, predict the reactants needed to synthesize it. The reactants are: CC1(C)OC(=O)Nc2ccc(-c3coc(C=O)c3)cc21.NO. (3) Given the product Nc1cc(Sc2ccccc2)ccc1[N+](=O)[O-], predict the reactants needed to synthesize it. The reactants are: Nc1cc(Cl)ccc1[N+](=O)[O-].Sc1ccccc1.